This data is from Forward reaction prediction with 1.9M reactions from USPTO patents (1976-2016). The task is: Predict the product of the given reaction. Given the reactants [C:1]([C:5]1[CH:6]=[C:7]([CH:9]=[C:10]([I:14])[C:11]=1[O:12][CH3:13])[NH2:8])([CH3:4])([CH3:3])[CH3:2].ClC[C:17]([N:19]=C=O)=[O:18].N12CCCN=C1CCCCC2, predict the reaction product. The product is: [C:1]([C:5]1[CH:6]=[C:7]([NH:8][C:17]([NH2:19])=[O:18])[CH:9]=[C:10]([I:14])[C:11]=1[O:12][CH3:13])([CH3:4])([CH3:2])[CH3:3].